This data is from Forward reaction prediction with 1.9M reactions from USPTO patents (1976-2016). The task is: Predict the product of the given reaction. (1) Given the reactants [Cl:1][C:2]1[CH:30]=[CH:29][C:5]2[N:6]([CH3:28])[C:7](=[O:27])[CH:8]([CH2:19][C:20]3[CH:25]=[CH:24][CH:23]=[CH:22][C:21]=3[Cl:26])[N:9]=[C:10]([C:11]3[CH:16]=[CH:15][C:14]([O:17]C)=[CH:13][CH:12]=3)[C:4]=2[CH:3]=1.B(Br)(Br)Br.O, predict the reaction product. The product is: [Cl:1][C:2]1[CH:30]=[CH:29][C:5]2[N:6]([CH3:28])[C:7](=[O:27])[CH:8]([CH2:19][C:20]3[CH:25]=[CH:24][CH:23]=[CH:22][C:21]=3[Cl:26])[N:9]=[C:10]([C:11]3[CH:12]=[CH:13][C:14]([OH:17])=[CH:15][CH:16]=3)[C:4]=2[CH:3]=1. (2) Given the reactants [Cl:1][C:2]1[CH:7]=[CH:6][C:5]([CH:8]([C:31]2[C:40]3[C:35](=[CH:36][C:37]([F:42])=[C:38]([F:41])[CH:39]=3)[N:34]=[CH:33][CH:32]=2)[C@@H:9]([C:13]2[CH:30]=[CH:29][C:16]([C:17]([NH:19][CH2:20][CH2:21][C:22]([O:24]C(C)(C)C)=[O:23])=[O:18])=[CH:15][CH:14]=2)[CH2:10][CH2:11][CH3:12])=[CH:4][CH:3]=1.C(O)(C(F)(F)F)=O, predict the reaction product. The product is: [Cl:1][C:2]1[CH:7]=[CH:6][C:5]([CH:8]([C:31]2[C:40]3[C:35](=[CH:36][C:37]([F:42])=[C:38]([F:41])[CH:39]=3)[N:34]=[CH:33][CH:32]=2)[C@@H:9]([C:13]2[CH:14]=[CH:15][C:16]([C:17]([NH:19][CH2:20][CH2:21][C:22]([OH:24])=[O:23])=[O:18])=[CH:29][CH:30]=2)[CH2:10][CH2:11][CH3:12])=[CH:4][CH:3]=1. (3) Given the reactants [O:1]1CCO[CH:2]1[C:6]1[CH:11]=[CH:10][C:9]([C:12]2[O:16][N:15]=[C:14]([C:17]([NH:19][C:20]3[CH:25]=[CH:24][C:23]([O:26][CH:27]([CH3:29])[CH3:28])=[C:22]([Cl:30])[CH:21]=3)=[O:18])[CH:13]=2)=[CH:8][CH:7]=1.Cl.[OH-].[Na+], predict the reaction product. The product is: [Cl:30][C:22]1[CH:21]=[C:20]([NH:19][C:17]([C:14]2[CH:13]=[C:12]([C:9]3[CH:8]=[CH:7][C:6]([CH:2]=[O:1])=[CH:11][CH:10]=3)[O:16][N:15]=2)=[O:18])[CH:25]=[CH:24][C:23]=1[O:26][CH:27]([CH3:29])[CH3:28].